From a dataset of Forward reaction prediction with 1.9M reactions from USPTO patents (1976-2016). Predict the product of the given reaction. (1) Given the reactants [CH3:1][S:2]([C:5]1[CH:49]=[CH:48][CH:47]=[CH:46][C:6]=1[CH2:7][NH:8][C:9](=[O:45])[CH:10]([NH:19][C:20]1[CH:21]=[C:22]2[C:27](=[CH:28][CH:29]=1)[C:26]([N:30]([C:38]([O:40][C:41]([CH3:44])([CH3:43])[CH3:42])=[O:39])[C:31]([O:33][C:34]([CH3:37])([CH3:36])[CH3:35])=[O:32])=[N:25][CH:24]=[CH:23]2)[C:11]1[CH:16]=[CH:15][CH:14]=[C:13]([CH:17]=[CH2:18])[CH:12]=1)(=[O:4])=[O:3], predict the reaction product. The product is: [CH3:1][S:2]([C:5]1[CH:49]=[CH:48][CH:47]=[CH:46][C:6]=1[CH2:7][NH:8][C:9](=[O:45])[CH:10]([NH:19][C:20]1[CH:21]=[C:22]2[C:27](=[CH:28][CH:29]=1)[C:26]([N:30]([C:38]([O:40][C:41]([CH3:43])([CH3:42])[CH3:44])=[O:39])[C:31]([O:33][C:34]([CH3:37])([CH3:35])[CH3:36])=[O:32])=[N:25][CH:24]=[CH:23]2)[C:11]1[CH:16]=[CH:15][CH:14]=[C:13]([CH2:17][CH3:18])[CH:12]=1)(=[O:4])=[O:3]. (2) Given the reactants [CH:1]1([C:6](Cl)=[O:7])[CH2:5][CH2:4][CH2:3][CH2:2]1.[CH:9]12[CH2:38][CH2:37][CH:12]([CH:13]([C:15]3[C:23]4[C:18](=[N:19][CH:20]=[C:21]([NH:25][C:26](=[O:35])[C:27]5[CH:32]=[CH:31][CH:30]=[C:29]([C:33]#[N:34])[CH:28]=5)[C:22]=4[CH3:24])[N:17]([CH3:36])[CH:16]=3)[CH2:14]1)[CH2:11][NH:10]2, predict the reaction product. The product is: [C:33]([C:29]1[CH:28]=[C:27]([CH:32]=[CH:31][CH:30]=1)[C:26]([NH:25][C:21]1[C:22]([CH3:24])=[C:23]2[C:15]([CH:13]3[CH2:14][CH:9]4[CH2:38][CH2:37][CH:12]3[CH2:11][N:10]4[C:6]([CH:1]3[CH2:5][CH2:4][CH2:3][CH2:2]3)=[O:7])=[CH:16][N:17]([CH3:36])[C:18]2=[N:19][CH:20]=1)=[O:35])#[N:34]. (3) The product is: [Br:1][C:2]1[CH:8]=[CH:7][C:5]([NH:6][C:24](=[O:26])[CH:23]=[N:19][OH:20])=[C:4]([CH2:9][CH3:10])[CH:3]=1. Given the reactants [Br:1][C:2]1[CH:8]=[CH:7][C:5]([NH2:6])=[C:4]([CH2:9][CH3:10])[CH:3]=1.Cl.[O-]S([O-])(=O)=O.[Na+].[Na+].[NH2:19][OH:20].Cl.Cl[C:23](Cl)(Cl)[CH:24]([OH:26])O, predict the reaction product.